From a dataset of Forward reaction prediction with 1.9M reactions from USPTO patents (1976-2016). Predict the product of the given reaction. (1) Given the reactants [S:1]([C:5]1[CH:25]=[CH:24][C:8]([NH:9][CH:10]([C:13]2[CH:18]=[CH:17][C:16]([C:19]3[O:20][CH:21]=[CH:22][CH:23]=3)=[CH:15][CH:14]=2)[C:11]#N)=[CH:7][CH:6]=1)(=[O:4])(=[O:3])[NH2:2].O=[CH:27][C:28](=C)[CH3:29].C[Si]([N-][Si](C)(C)C)(C)C.[Li+].[NH4+].[Cl-], predict the reaction product. The product is: [O:20]1[CH:21]=[CH:22][CH:23]=[C:19]1[C:16]1[CH:17]=[CH:18][C:13]([C:10]2[N:9]([C:8]3[CH:24]=[CH:25][C:5]([S:1](=[O:4])(=[O:3])[NH2:2])=[CH:6][CH:7]=3)[CH:27]=[C:28]([CH3:29])[CH:11]=2)=[CH:14][CH:15]=1. (2) Given the reactants [N+:1]1([O-])[C:2]([C:7]2[CH:12]=[CH:11][CH:10]=[CH:9][N:8]=2)=[CH:3][CH:4]=[CH:5][CH:6]=1.P(Cl)(Cl)([Cl:16])=O, predict the reaction product. The product is: [Cl:16][C:6]1[N:1]=[C:2]([C:7]2[CH:12]=[CH:11][CH:10]=[CH:9][N:8]=2)[CH:3]=[CH:4][CH:5]=1.